This data is from Catalyst prediction with 721,799 reactions and 888 catalyst types from USPTO. The task is: Predict which catalyst facilitates the given reaction. (1) Reactant: C([Li])CCC.[S:6]1[CH:10]=[CH:9][N:8]=[CH:7]1.[CH3:11][Si:12](Cl)([CH3:14])[CH3:13]. Product: [CH3:11][Si:12]([CH3:14])([CH3:13])[C:7]1[S:6][CH:10]=[CH:9][N:8]=1. The catalyst class is: 27. (2) Reactant: C(OC([N:8]1[CH2:13][CH2:12][CH:11]([N:14]2[CH:18]=[C:17]([C:19]3[CH:20]=[N:21][C:22]([NH2:37])=[C:23]([C:25]4[N:26]=[CH:27][C:28]5[C:33]([CH:34]=4)=[C:32]([Br:35])[CH:31]=[CH:30][C:29]=5[F:36])[CH:24]=3)[CH:16]=[N:15]2)[CH2:10][CH2:9]1)=O)(C)(C)C.[ClH:38].CCOCC. Product: [ClH:38].[ClH:38].[ClH:38].[Br:35][C:32]1[CH:31]=[CH:30][C:29]([F:36])=[C:28]2[C:33]=1[CH:34]=[C:25]([C:23]1[C:22]([NH2:37])=[N:21][CH:20]=[C:19]([C:17]3[CH:16]=[N:15][N:14]([CH:11]4[CH2:10][CH2:9][NH:8][CH2:13][CH2:12]4)[CH:18]=3)[CH:24]=1)[N:26]=[CH:27]2. The catalyst class is: 2. (3) Reactant: [CH:1]([C:3]1[CH:11]=[C:10]2[C:6]([CH:7]=[CH:8][NH:9]2)=[CH:5][CH:4]=1)=O.[Cl-].[CH2:13]([O:15][C:16]([CH2:18][C:19](=[O:40])[CH2:20][P+](C1C=CC=CC=1)(C1C=CC=CC=1)C1C=CC=CC=1)=[O:17])[CH3:14].[H-].[Na+].[Cl-].[NH4+]. Product: [NH:9]1[C:10]2[C:6](=[CH:5][CH:4]=[C:3](/[CH:1]=[CH:20]/[C:19](=[O:40])[CH2:18][C:16]([O:15][CH2:13][CH3:14])=[O:17])[CH:11]=2)[CH:7]=[CH:8]1. The catalyst class is: 375. (4) Reactant: [CH:1]1([CH:7]2[CH2:12][NH:11][CH2:10][C:9](=[O:13])[N:8]2[C:14]2[CH:18]=[C:17]([C:19]3[CH:24]=[CH:23][CH:22]=[CH:21][CH:20]=3)[S:16][C:15]=2[C:25]([OH:27])=[O:26])[CH2:6][CH2:5][CH2:4][CH2:3][CH2:2]1.[OH-].[Na+].[F:30][C:31]1[CH:36]=[CH:35][CH:34]=[CH:33][C:32]=1[S:37](Cl)(=[O:39])=[O:38].Cl. Product: [CH:1]1([CH:7]2[CH2:12][N:11]([S:37]([C:32]3[CH:33]=[CH:34][CH:35]=[CH:36][C:31]=3[F:30])(=[O:39])=[O:38])[CH2:10][C:9](=[O:13])[N:8]2[C:14]2[CH:18]=[C:17]([C:19]3[CH:20]=[CH:21][CH:22]=[CH:23][CH:24]=3)[S:16][C:15]=2[C:25]([OH:27])=[O:26])[CH2:2][CH2:3][CH2:4][CH2:5][CH2:6]1. The catalyst class is: 210.